This data is from TCR-epitope binding with 47,182 pairs between 192 epitopes and 23,139 TCRs. The task is: Binary Classification. Given a T-cell receptor sequence (or CDR3 region) and an epitope sequence, predict whether binding occurs between them. (1) The epitope is MPASWVMRI. The TCR CDR3 sequence is CASSLGRSSYEQYF. Result: 1 (the TCR binds to the epitope). (2) The epitope is KLWAQCVQL. The TCR CDR3 sequence is CASSLEAVAGWTKKAFF. Result: 1 (the TCR binds to the epitope). (3) The epitope is KLVALGINAV. The TCR CDR3 sequence is CASTNRQEGQETQYF. Result: 1 (the TCR binds to the epitope). (4) The epitope is FADDLNQLTGY. The TCR CDR3 sequence is CASSLVGGQVGGYTF. Result: 0 (the TCR does not bind to the epitope).